Dataset: Forward reaction prediction with 1.9M reactions from USPTO patents (1976-2016). Task: Predict the product of the given reaction. Given the reactants C([O:3][C:4](=[O:62])[C@H:5]([CH2:32][CH2:33][CH2:34][CH2:35][NH:36][C:37](=[O:61])[CH2:38][CH2:39][CH2:40][CH2:41][CH2:42][CH2:43][CH2:44][CH2:45][CH2:46][CH2:47][CH2:48][CH2:49][CH2:50]/[CH:51]=[CH:52]\[CH2:53][CH2:54][CH2:55][CH2:56][CH2:57][CH2:58][CH2:59][CH3:60])[NH:6][C:7](=[O:31])[CH2:8][CH2:9][CH2:10][CH2:11][CH2:12][CH2:13][CH2:14][CH2:15][CH2:16][CH2:17][CH2:18][CH2:19][CH2:20]/[CH:21]=[CH:22]\[CH2:23][CH2:24][CH2:25][CH2:26][CH2:27][CH2:28][CH2:29][CH3:30])C.[OH-].[Na+].Cl, predict the reaction product. The product is: [C:7]([NH:6][C@H:5]([C:4]([OH:62])=[O:3])[CH2:32][CH2:33][CH2:34][CH2:35][NH:36][C:37](=[O:61])[CH2:38][CH2:39][CH2:40][CH2:41][CH2:42][CH2:43][CH2:44][CH2:45][CH2:46][CH2:47][CH2:48][CH2:49][CH2:50]/[CH:51]=[CH:52]\[CH2:53][CH2:54][CH2:55][CH2:56][CH2:57][CH2:58][CH2:59][CH3:60])(=[O:31])[CH2:8][CH2:9][CH2:10][CH2:11][CH2:12][CH2:13][CH2:14][CH2:15][CH2:16][CH2:17][CH2:18][CH2:19][CH2:20]/[CH:21]=[CH:22]\[CH2:23][CH2:24][CH2:25][CH2:26][CH2:27][CH2:28][CH2:29][CH3:30].